Dataset: Full USPTO retrosynthesis dataset with 1.9M reactions from patents (1976-2016). Task: Predict the reactants needed to synthesize the given product. (1) Given the product [C:24]([O:1][C:2]1[CH:3]=[C:4]2[C:9](=[CH:10][CH:11]=1)[C:8]([CH3:16])([C:12]([F:15])([F:13])[F:14])[O:7][CH2:6][CH2:5]2)(=[O:26])[CH3:25], predict the reactants needed to synthesize it. The reactants are: [OH:1][C:2]1[CH:3]=[C:4]2[C:9](=[CH:10][CH:11]=1)[C:8]([CH3:16])([C:12]([F:15])([F:14])[F:13])[O:7][CH2:6][CH2:5]2.C(N(CC)CC)C.[C:24](Cl)(=[O:26])[CH3:25]. (2) Given the product [CH2:1]([O:3][C:4]([C:6]1[CH:7]=[N:8][N:9]([CH:12]([CH3:21])[CH:13]([OH:20])[C:14]2[CH:19]=[CH:18][CH:17]=[CH:16][CH:15]=2)[C:10]=1[NH2:11])=[O:5])[CH3:2], predict the reactants needed to synthesize it. The reactants are: [CH2:1]([O:3][C:4]([C:6]1[CH:7]=[N:8][N:9]([CH:12]([CH3:21])[C:13](=[O:20])[C:14]2[CH:19]=[CH:18][CH:17]=[CH:16][CH:15]=2)[C:10]=1[NH2:11])=[O:5])[CH3:2].[BH4-].[Na+]. (3) Given the product [CH:9]([NH:12][C:13]([N:1]1[CH2:6][CH2:5][CH:4]([CH2:7][OH:8])[CH2:3][CH2:2]1)=[O:14])([CH3:11])[CH3:10], predict the reactants needed to synthesize it. The reactants are: [NH:1]1[CH2:6][CH2:5][CH:4]([CH2:7][OH:8])[CH2:3][CH2:2]1.[CH:9]([N:12]=[C:13]=[O:14])([CH3:11])[CH3:10]. (4) The reactants are: [OH:1][C:2]1[CH:3]=[C:4]([CH:25]=[CH:26][CH:27]=1)[CH2:5][C:6]1[C:15]2[C:10](=[CH:11][C:12]([O:18][CH3:19])=[C:13]([O:16][CH3:17])[CH:14]=2)[C:9]([C:20]([O:22][CH2:23][CH3:24])=[O:21])=[CH:8][N:7]=1.[Se](=O)=[O:29]. Given the product [OH:1][C:2]1[CH:3]=[C:4]([CH:25]=[CH:26][CH:27]=1)[C:5]([C:6]1[C:15]2[C:10](=[CH:11][C:12]([O:18][CH3:19])=[C:13]([O:16][CH3:17])[CH:14]=2)[C:9]([C:20]([O:22][CH2:23][CH3:24])=[O:21])=[CH:8][N:7]=1)=[O:29], predict the reactants needed to synthesize it. (5) Given the product [Br:24][C:22]1[CH:23]=[C:18]([NH:16][C:13]2[CH:12]=[CH:11][C:10]([N:7]3[CH2:6][CH2:5][N:4]([CH2:3][CH2:2][F:1])[CH2:9][CH2:8]3)=[CH:15][N:14]=2)[C:19](=[O:26])[N:20]([CH3:25])[CH:21]=1, predict the reactants needed to synthesize it. The reactants are: [F:1][CH2:2][CH2:3][N:4]1[CH2:9][CH2:8][N:7]([C:10]2[CH:11]=[CH:12][C:13]([NH2:16])=[N:14][CH:15]=2)[CH2:6][CH2:5]1.Br[C:18]1[C:19](=[O:26])[N:20]([CH3:25])[CH:21]=[C:22]([Br:24])[CH:23]=1.C(=O)([O-])[O-].[Cs+].[Cs+].CC1(C)C2C(=C(P(C3C=CC=CC=3)C3C=CC=CC=3)C=CC=2)OC2C(P(C3C=CC=CC=3)C3C=CC=CC=3)=CC=CC1=2. (6) The reactants are: [Cl:1][C:2]1[N:7]=[C:6]([C:8]2([CH:12]3[C:21]4[C:16](=[CH:17][CH:18]=[C:19]([O:22][CH2:23][CH2:24][NH:25][S:26]([CH2:29][CH2:30][CH3:31])(=[O:28])=[O:27])[CH:20]=4)[CH2:15][CH2:14][NH:13]3)[CH2:11][CH2:10][CH2:9]2)[CH:5]=[CH:4][CH:3]=1. Given the product [ClH:1].[ClH:1].[N:7]1[CH:2]=[CH:3][CH:4]=[CH:5][C:6]=1[C:8]1([CH:12]2[C:21]3[C:16](=[CH:17][CH:18]=[C:19]([O:22][CH2:23][CH2:24][NH:25][S:26]([CH2:29][CH2:30][CH3:31])(=[O:28])=[O:27])[CH:20]=3)[CH2:15][CH2:14][NH:13]2)[CH2:11][CH2:10][CH2:9]1, predict the reactants needed to synthesize it.